Dataset: Full USPTO retrosynthesis dataset with 1.9M reactions from patents (1976-2016). Task: Predict the reactants needed to synthesize the given product. (1) Given the product [CH:48]1([N:47]=[C:23]=[N:15][CH:16]2[CH2:17][CH2:18][CH2:19][CH2:20][CH2:21]2)[CH2:53][CH2:52][CH2:51][CH2:50][CH2:49]1, predict the reactants needed to synthesize it. The reactants are: CCC[C@H](N[C@H](C([N:15]1[C@H:23](C(O)=O)C[C@H:21]2[C@@H:16]1[CH2:17][CH2:18][CH2:19][CH2:20]2)=O)C)C(OCC)=O.CC(N)(C)C.C1(C)C=CC(S(O)(=O)=O)=CC=1.C([C@@H]1C[C@H:53]2[C@H:48]([CH2:49][CH2:50][CH2:51][CH2:52]2)[NH:47]1)(O)=O.C([C@@H](N[C@H](C(O)=O)C)CCC)(OCC)=O.ON1C2C=CC=CC=2N=N1.C(N(CC)CC)C. (2) Given the product [Cl:2][C:3]1[CH:28]=[CH:27][C:6]2[N:7]3[C:11]([CH2:12][N:13]([S:37]([CH3:36])(=[O:39])=[O:38])[CH2:14][C:5]=2[CH:4]=1)=[N:10][N:9]=[C:8]3[C@H:15]1[CH2:20][CH2:19][C@H:18]([C:21]2[N:25]=[C:24]([CH3:26])[O:23][N:22]=2)[CH2:17][CH2:16]1, predict the reactants needed to synthesize it. The reactants are: Cl.[Cl:2][C:3]1[CH:28]=[CH:27][C:6]2[N:7]3[C:11]([CH2:12][NH:13][CH2:14][C:5]=2[CH:4]=1)=[N:10][N:9]=[C:8]3[C@H:15]1[CH2:20][CH2:19][C@H:18]([C:21]2[N:25]=[C:24]([CH3:26])[O:23][N:22]=2)[CH2:17][CH2:16]1.C(N(CC)CC)C.[CH3:36][S:37](Cl)(=[O:39])=[O:38]. (3) Given the product [CH3:1][N:2]1[CH2:14][CH2:13][C:5]2[N:6]([CH2:21][CH:20]([C:19]3[CH:23]=[CH:24][C:16]([CH3:15])=[CH:17][CH:18]=3)[OH:22])[C:7]3[CH:8]=[CH:9][CH:10]=[CH:11][C:12]=3[C:4]=2[CH2:3]1, predict the reactants needed to synthesize it. The reactants are: [CH3:1][N:2]1[CH2:14][CH2:13][C:5]2[NH:6][C:7]3[CH:8]=[CH:9][CH:10]=[CH:11][C:12]=3[C:4]=2[CH2:3]1.[CH3:15][C:16]1[CH:24]=[CH:23][C:19]([CH:20]2[O:22][CH2:21]2)=[CH:18][CH:17]=1.[H-].[Na+].FC(F)(F)C([O-])=O. (4) Given the product [Si:24]([O:23][CH2:22][CH2:21][S:20][C:12]1[C:11]2[C:6](=[CH:7][CH:8]=[C:9]([F:31])[CH:10]=2)[N:5]=[C:4]([CH:2]([N:37]2[C:33](=[O:43])[C:34]3[C:35](=[CH:39][CH:40]=[CH:41][CH:42]=3)[C:36]2=[O:38])[CH3:3])[C:13]=1[C:14]1[CH:19]=[CH:18][CH:17]=[CH:16][CH:15]=1)([C:27]([CH3:28])([CH3:29])[CH3:30])([CH3:26])[CH3:25], predict the reactants needed to synthesize it. The reactants are: Br[CH:2]([C:4]1[C:13]([C:14]2[CH:19]=[CH:18][CH:17]=[CH:16][CH:15]=2)=[C:12]([S:20][CH2:21][CH2:22][O:23][Si:24]([C:27]([CH3:30])([CH3:29])[CH3:28])([CH3:26])[CH3:25])[C:11]2[C:6](=[CH:7][CH:8]=[C:9]([F:31])[CH:10]=2)[N:5]=1)[CH3:3].[K].[C:33]1(=[O:43])[NH:37][C:36](=[O:38])[C:35]2=[CH:39][CH:40]=[CH:41][CH:42]=[C:34]12. (5) Given the product [Br:20][C:21]1[C:22]([N:41]([CH2:65][CH2:64][N:61]2[CH2:62][CH2:63][O:58][CH2:59][CH2:60]2)[S:42]([CH3:45])(=[O:43])=[O:44])=[CH:23][C:24]2[O:28][C:27]([C:29]3[CH:30]=[CH:31][C:32]([F:35])=[CH:33][CH:34]=3)=[C:26]([C:36]([NH:38][CH3:39])=[O:37])[C:25]=2[CH:40]=1, predict the reactants needed to synthesize it. The reactants are: C1(P(C2C=CC=CC=2)C2C=CC=CC=2)C=CC=CC=1.[Br:20][C:21]1[C:22]([NH:41][S:42]([CH3:45])(=[O:44])=[O:43])=[CH:23][C:24]2[O:28][C:27]([C:29]3[CH:34]=[CH:33][C:32]([F:35])=[CH:31][CH:30]=3)=[C:26]([C:36]([NH:38][CH3:39])=[O:37])[C:25]=2[CH:40]=1.CCOC(/N=N/C(OCC)=O)=O.[O:58]1[CH2:63][CH2:62][N:61]([CH2:64][CH2:65]O)[CH2:60][CH2:59]1.